Task: Predict the product of the given reaction.. Dataset: Forward reaction prediction with 1.9M reactions from USPTO patents (1976-2016) Given the reactants B(O)(O)[C@H]1N(C([C@@H](N)C(C)C)=O)CCC1.CS(O)(=O)=O.[Br-].[CH2:22]([O:24][C:25]([CH2:27][P+:28]([C:41]1[CH:46]=[CH:45][CH:44]=[CH:43][CH:42]=1)([C:35]1[CH:40]=[CH:39][CH:38]=[CH:37][CH:36]=1)[C:29]1[CH:34]=[CH:33][CH:32]=[CH:31][CH:30]=1)=[O:26])[CH3:23].O.[OH-].[Na+], predict the reaction product. The product is: [C:25]([CH:27]=[P:28]([C:41]1[CH:46]=[CH:45][CH:44]=[CH:43][CH:42]=1)([C:29]1[CH:30]=[CH:31][CH:32]=[CH:33][CH:34]=1)[C:35]1[CH:40]=[CH:39][CH:38]=[CH:37][CH:36]=1)([O:24][CH2:22][CH3:23])=[O:26].